This data is from Reaction yield outcomes from USPTO patents with 853,638 reactions. The task is: Predict the reaction yield, written as a fraction of the theoretical maximum amount of product (1.0 means a 100% yield; for example, 0.34 means a 34% yield). (1) The reactants are [Na].[CH3:2][C:3]1[N:4]([C:9]2[CH:14]=[CH:13][C:12](I)=[CH:11][N:10]=2)[C:5]([CH3:8])=[CH:6][CH:7]=1.[CH:16]([O:19]C(C)C)(C)C.[NH4+].[Cl-]. The catalyst is CO.[Cu]I.CN(C=O)C. The product is [CH3:2][C:3]1[N:4]([C:9]2[CH:14]=[CH:13][C:12]([O:19][CH3:16])=[CH:11][N:10]=2)[C:5]([CH3:8])=[CH:6][CH:7]=1. The yield is 1.00. (2) The reactants are C([O:3][CH2:4][CH2:5][O:6][NH:7][C:8]([C:10]1[CH:15]=[CH:14][C:13](=[O:16])[N:12]([CH3:17])[C:11]=1[NH:18][C:19]1[CH:24]=[CH:23][C:22]([Br:25])=[CH:21][C:20]=1[F:26])=[O:9])=C.BrC1C=CC(NC2N(C)C(=O)C=CC=2C(O)=O)=C(F)C=1.C(OCCON)=C. No catalyst specified. The product is [OH:3][CH2:4][CH2:5][O:6][NH:7][C:8]([C:10]1[CH:15]=[CH:14][C:13](=[O:16])[N:12]([CH3:17])[C:11]=1[NH:18][C:19]1[CH:24]=[CH:23][C:22]([Br:25])=[CH:21][C:20]=1[F:26])=[O:9]. The yield is 0.600. (3) The reactants are [C:1]([O:7][CH2:8][C:9]([F:15])([F:14])[S:10]([O-:13])(=[O:12])=[O:11])(=[O:6])[C:2]([CH3:5])([CH3:4])[CH3:3].[Na+].[Br-].[C:18]([C:22]1[CH:27]=[CH:26][C:25]([S+:28]([C:35]2[CH:40]=[CH:39][CH:38]=[CH:37][CH:36]=2)[C:29]2[CH:34]=[CH:33][CH:32]=[CH:31][CH:30]=2)=[CH:24][CH:23]=1)([CH3:21])([CH3:20])[CH3:19]. The catalyst is ClCCl. The product is [C:1]([O:7][CH2:8][C:9]([F:15])([F:14])[S:10]([O-:13])(=[O:11])=[O:12])(=[O:6])[C:2]([CH3:5])([CH3:4])[CH3:3].[C:18]([C:22]1[CH:27]=[CH:26][C:25]([S+:28]([C:35]2[CH:40]=[CH:39][CH:38]=[CH:37][CH:36]=2)[C:29]2[CH:30]=[CH:31][CH:32]=[CH:33][CH:34]=2)=[CH:24][CH:23]=1)([CH3:21])([CH3:19])[CH3:20]. The yield is 0.790. (4) The reactants are C[O:2]C1(F)O[C:6]([C:12]([F:15])([F:14])[F:13])([C:8]([F:11])([F:10])[F:9])[O:5]O1.CSC. The catalyst is [Cl-].[Na+].O. The product is [OH2:2].[OH2:2].[OH2:2].[F:9][C:8]([F:11])([F:10])[C:6]([C:12]([F:15])([F:14])[F:13])=[O:5]. The yield is 0.890. (5) The reactants are [Br:1][C:2](=[CH2:6])[C:3]([OH:5])=[O:4].[CH2:7](Br)[C:8]1[CH:13]=[CH:12][CH:11]=[CH:10][CH:9]=1.C([O-])([O-])=O.[K+].[K+]. The catalyst is C(#N)C. The product is [Br:1][C:2](=[CH2:6])[C:3]([O:5][CH2:7][C:8]1[CH:13]=[CH:12][CH:11]=[CH:10][CH:9]=1)=[O:4]. The yield is 0.530.